This data is from Catalyst prediction with 721,799 reactions and 888 catalyst types from USPTO. The task is: Predict which catalyst facilitates the given reaction. Reactant: Cl[C:2]1[N:7]2[N:8]=[C:9]([CH3:23])[C:10]([CH2:11][C:12]3[CH:17]=[CH:16][CH:15]=[C:14]([C:18]([F:21])([F:20])[F:19])[C:13]=3[CH3:22])=[C:6]2[N:5]=[C:4]([N:24]2[CH2:29][CH2:28][O:27][CH2:26][CH2:25]2)[CH:3]=1.[NH3:30]. Product: [CH3:23][C:9]1[C:10]([CH2:11][C:12]2[CH:17]=[CH:16][CH:15]=[C:14]([C:18]([F:21])([F:20])[F:19])[C:13]=2[CH3:22])=[C:6]2[N:5]=[C:4]([N:24]3[CH2:29][CH2:28][O:27][CH2:26][CH2:25]3)[CH:3]=[C:2]([NH2:30])[N:7]2[N:8]=1. The catalyst class is: 5.